This data is from Forward reaction prediction with 1.9M reactions from USPTO patents (1976-2016). The task is: Predict the product of the given reaction. (1) Given the reactants [CH2:1]([O:8][C:9]1[CH:14]=[CH:13][C:12]([OH:15])=[CH:11][C:10]=1[C@@H:16]([C:26]1[CH:31]=[CH:30][CH:29]=[CH:28][CH:27]=1)[CH2:17][CH2:18][N:19]([CH:23]([CH3:25])[CH3:24])[CH:20]([CH3:22])[CH3:21])[C:2]1[CH:7]=[CH:6][CH:5]=[CH:4][CH:3]=1.[C:32](=[O:35])([O-:34])[O-].[Cs+].[Cs+].Br[CH2:39][CH2:40][CH2:41][CH2:42][CH2:43][CH2:44][CH2:45][NH:46][C:47](=[O:53])[O:48][C:49]([CH3:52])([CH3:51])[CH3:50].O, predict the reaction product. The product is: [NH3:19].[CH2:1]([O:8][C:9]1[CH:14]=[CH:13][C:12]([O:15][CH2:39][CH2:40][CH2:41][CH2:42][CH2:43][CH2:44][CH2:45][N:46]([C:47]([O:48][C:49]([CH3:52])([CH3:51])[CH3:50])=[O:53])[C:32]([O:34][C:2]([CH3:7])([CH3:3])[CH3:1])=[O:35])=[CH:11][C:10]=1[C@@H:16]([C:26]1[CH:27]=[CH:28][CH:29]=[CH:30][CH:31]=1)[CH2:17][CH2:18][N:19]([CH:20]([CH3:22])[CH3:21])[CH:23]([CH3:24])[CH3:25])[C:2]1[CH:3]=[CH:4][CH:5]=[CH:6][CH:7]=1. (2) Given the reactants [P:1]([OH:29])([OH:28])([O:3][C:4]1[CH:9]=[CH:8][C:7]([Cl:10])=[CH:6][C:5]=1[C:11](=[O:27])[NH:12][C:13]1[CH:18]=[C:17]([C:19]([F:22])([F:21])[F:20])[CH:16]=[C:15]([C:23]([F:26])([F:25])[F:24])[CH:14]=1)=[O:2].[CH2:30]([CH2:32][NH2:33])[OH:31], predict the reaction product. The product is: [CH2:30]([CH2:32][NH2:33])[OH:31].[CH2:30]([CH2:32][NH2:33])[OH:31].[P:1]([OH:29])([OH:28])([O:3][C:4]1[CH:9]=[CH:8][C:7]([Cl:10])=[CH:6][C:5]=1[C:11](=[O:27])[NH:12][C:13]1[CH:18]=[C:17]([C:19]([F:20])([F:21])[F:22])[CH:16]=[C:15]([C:23]([F:24])([F:25])[F:26])[CH:14]=1)=[O:2]. (3) The product is: [CH2:40]([O:39][C:34]1[CH:33]=[C:32]([C:31]([OH:42])=[O:30])[CH:37]=[CH:36][C:35]=1[C:9]1[CH:10]=[CH:11][C:12]([C:15]2[S:16][CH:17]=[CH:18][C:19]=2[NH:20][S:21]([CH:24]([CH3:25])[CH3:26])(=[O:22])=[O:23])=[CH:13][CH:14]=1)[CH3:41]. Given the reactants CC1(C)C(C)(C)OB([C:9]2[CH:14]=[CH:13][C:12]([C:15]3[S:16][CH:17]=[CH:18][C:19]=3[NH:20][S:21]([CH:24]([CH3:26])[CH3:25])(=[O:23])=[O:22])=[CH:11][CH:10]=2)O1.C([O:30][C:31](=[O:42])[C:32]1[CH:37]=[CH:36][C:35](I)=[C:34]([O:39][CH2:40][CH3:41])[CH:33]=1)C.COCCOC.C(O)C.C([O-])([O-])=O.[Na+].[Na+].O.[OH-].[Na+].Cl.CCCCCCC.CCCCCCC.CC(C)=O, predict the reaction product. (4) Given the reactants CON(C)[C:4]([C:6]1[C:15](=[O:16])[C:14]2[C:9](=[CH:10][CH:11]=[CH:12][CH:13]=2)[N:8]([CH2:17][C:18]2[CH:23]=[CH:22][CH:21]=[C:20]([Br:24])[N:19]=2)[CH:7]=1)=[O:5].[CH2:26]1[CH2:30][O:29][CH2:28][CH2:27]1, predict the reaction product. The product is: [Br:24][C:20]1[N:19]=[C:18]([CH2:17][N:8]2[C:9]3[C:14](=[CH:13][CH:12]=[CH:11][CH:10]=3)[C:15](=[O:16])[C:6]([C:4]([C:15]3[CH:14]=[CH:27][C:28]4[O:29][CH2:30][CH2:26][O:5][C:4]=4[CH:6]=3)=[O:5])=[CH:7]2)[CH:23]=[CH:22][CH:21]=1. (5) Given the reactants Br[C:2]1[CH:3]=[N:4][CH:5]=[CH:6][CH:7]=1.[S:8]1[CH:12]=[CH:11][N:10]=[C:9]1[C:13]1[N:18]=[C:17]([C:19]2[N:24]=[CH:23][CH:22]=[CH:21][N:20]=2)[CH:16]=[CH:15][CH:14]=1.C(=O)([O-])[O-].[Cs+].[Cs+], predict the reaction product. The product is: [N:4]1[CH:5]=[CH:6][CH:7]=[C:2]([C:12]2[S:8][C:9]([C:13]3[N:18]=[C:17]([C:19]4[N:20]=[CH:21][CH:22]=[CH:23][N:24]=4)[CH:16]=[CH:15][CH:14]=3)=[N:10][CH:11]=2)[CH:3]=1. (6) The product is: [F:13][C:12]([F:15])([F:14])[O:11][C:4]1[CH:3]=[C:2]([CH:16]=[CH2:17])[CH:10]=[CH:9][C:5]=1[C:6]([OH:8])=[O:7]. Given the reactants Br[C:2]1[CH:10]=[CH:9][C:5]([C:6]([OH:8])=[O:7])=[C:4]([O:11][C:12]([F:15])([F:14])[F:13])[CH:3]=1.[CH:16]([B-](F)(F)F)=[CH2:17].[K+].C([O-])([O-])=O.[K+].[K+], predict the reaction product. (7) Given the reactants [NH2:1][C:2]1[CH:3]=[N:4][CH:5]=[C:6]([Br:8])[CH:7]=1.[F:9][C:10]1[CH:18]=[C:17]([F:19])[CH:16]=[CH:15][C:11]=1[C:12](Cl)=[O:13], predict the reaction product. The product is: [Br:8][C:6]1[CH:7]=[C:2]([NH:1][C:12](=[O:13])[C:11]2[CH:15]=[CH:16][C:17]([F:19])=[CH:18][C:10]=2[F:9])[CH:3]=[N:4][CH:5]=1.